From a dataset of Forward reaction prediction with 1.9M reactions from USPTO patents (1976-2016). Predict the product of the given reaction. (1) Given the reactants Br[C:2]1[N:3]=[C:4]2[C:10]([C:11]([NH:13][C:14]([CH3:17])([CH3:16])[CH3:15])=[O:12])=[CH:9][N:8]([CH2:18][O:19][CH2:20][CH2:21][Si:22]([CH3:25])([CH3:24])[CH3:23])[C:5]2=[N:6][CH:7]=1.[CH3:26][S:27]([C:30]1[CH:36]=[CH:35][C:33]([NH2:34])=[CH:32][CH:31]=1)(=[O:29])=[O:28].CC1(C)C2C(=C(P(C3C=CC=CC=3)C3C=CC=CC=3)C=CC=2)OC2C(P(C3C=CC=CC=3)C3C=CC=CC=3)=CC=CC1=2.C(=O)([O-])[O-].[Cs+].[Cs+], predict the reaction product. The product is: [C:14]([NH:13][C:11]([C:10]1[C:4]2[C:5](=[N:6][CH:7]=[C:2]([NH:34][C:33]3[CH:32]=[CH:31][C:30]([S:27]([CH3:26])(=[O:29])=[O:28])=[CH:36][CH:35]=3)[N:3]=2)[N:8]([CH2:18][O:19][CH2:20][CH2:21][Si:22]([CH3:25])([CH3:24])[CH3:23])[CH:9]=1)=[O:12])([CH3:17])([CH3:16])[CH3:15]. (2) Given the reactants [BH4-].[Na+].[F:3][C:4]([F:21])([F:20])[O:5][C:6]1[CH:11]=[CH:10][C:9]([C:12]2[N:17]=[CH:16][C:15]([CH:18]=[O:19])=[CH:14][N:13]=2)=[CH:8][CH:7]=1, predict the reaction product. The product is: [F:21][C:4]([F:3])([F:20])[O:5][C:6]1[CH:11]=[CH:10][C:9]([C:12]2[N:13]=[CH:14][C:15]([CH2:18][OH:19])=[CH:16][N:17]=2)=[CH:8][CH:7]=1. (3) Given the reactants [CH3:1][C:2]1[O:6][N:5]=[C:4]([C:7]2[CH:12]=[CH:11][C:10]([C:13]3[CH:14]=[CH:15][C:16](=[O:19])[NH:17][N:18]=3)=[CH:9][CH:8]=2)[N:3]=1.[NH2:20][C:21]1[CH:22]=[C:23]([CH:26]=[CH:27][CH:28]=1)[CH2:24]O.C1(P(C2C=CC=CC=2)C2C=CC=CC=2)C=CC=CC=1.N(C(OC(C)C)=O)=NC(OC(C)C)=O, predict the reaction product. The product is: [NH2:20][C:21]1[CH:22]=[C:23]([CH:26]=[CH:27][CH:28]=1)[CH2:24][N:17]1[C:16](=[O:19])[CH:15]=[CH:14][C:13]([C:10]2[CH:9]=[CH:8][C:7]([C:4]3[N:3]=[C:2]([CH3:1])[O:6][N:5]=3)=[CH:12][CH:11]=2)=[N:18]1.